The task is: Predict the reactants needed to synthesize the given product.. This data is from Full USPTO retrosynthesis dataset with 1.9M reactions from patents (1976-2016). (1) Given the product [CH2:1]([O:8][C@@H:9]1[CH2:14][CH2:13][C@@H:12]([NH:15][C:21](=[O:22])[O:23][C:24]([CH3:27])([CH3:26])[CH3:25])[CH2:11][C@@H:10]1[CH3:18])[C:2]1[CH:7]=[CH:6][CH:5]=[CH:4][CH:3]=1, predict the reactants needed to synthesize it. The reactants are: [CH2:1]([O:8][C@@H:9]1[CH2:14][CH2:13][C@@H:12]([N:15]=[N+]=[N-])[CH2:11][C@@H:10]1[CH3:18])[C:2]1[CH:7]=[CH:6][CH:5]=[CH:4][CH:3]=1.[OH-].[Na+].[C:21](O[C:21]([O:23][C:24]([CH3:27])([CH3:26])[CH3:25])=[O:22])([O:23][C:24]([CH3:27])([CH3:26])[CH3:25])=[O:22]. (2) The reactants are: [CH:1]1([CH:7]([NH:26][C:27]2[CH:35]=[CH:34][C:30](C(O)=O)=[CH:29][CH:28]=2)[C:8]2[CH:12]=[C:11]([C:13]3[CH:18]=[CH:17][C:16]([C:19]([F:22])([F:21])[F:20])=[CH:15][CH:14]=3)[O:10][C:9]=2[CH2:23][S:24][CH3:25])[CH2:6][CH2:5][CH2:4][CH2:3][CH2:2]1.CNC[CH2:39][C:40]([O:42][CH2:43][CH3:44])=[O:41].Cl.C(N=C=NCCCN(C)C)C.O.OC1C2N=NNC=2C=CC=1.[CH3:68][N:69]([CH3:72])[CH:70]=[O:71]. Given the product [CH:1]1([CH:7]([NH:26][C:27]2[CH:28]=[CH:29][C:30]([C:70]([N:69]([CH3:72])[CH2:68][CH2:39][C:40]([O:42][CH2:43][CH3:44])=[O:41])=[O:71])=[CH:34][CH:35]=2)[C:8]2[CH:12]=[C:11]([C:13]3[CH:14]=[CH:15][C:16]([C:19]([F:22])([F:20])[F:21])=[CH:17][CH:18]=3)[O:10][C:9]=2[CH2:23][S:24][CH3:25])[CH2:6][CH2:5][CH2:4][CH2:3][CH2:2]1, predict the reactants needed to synthesize it. (3) Given the product [Cl:1][C:2]1[CH:7]=[CH:6][C:5]([NH:8][C:9]([N:11]2[C:15]3[CH:16]=[CH:17][C:18]([O:20][C:28]4[CH:29]=[CH:30][N:31]=[C:26]([Cl:25])[N:27]=4)=[CH:19][C:14]=3[O:13][CH2:12]2)=[O:10])=[CH:4][C:3]=1[C:21]([F:22])([F:24])[F:23], predict the reactants needed to synthesize it. The reactants are: [Cl:1][C:2]1[CH:7]=[CH:6][C:5]([NH:8][C:9]([N:11]2[C:15]3[CH:16]=[CH:17][C:18]([OH:20])=[CH:19][C:14]=3[O:13][CH2:12]2)=[O:10])=[CH:4][C:3]=1[C:21]([F:24])([F:23])[F:22].[Cl:25][C:26]1[N:31]=[C:30](Cl)[CH:29]=[CH:28][N:27]=1.[O-]P([O-])([O-])=O.[K+].[K+].[K+]. (4) Given the product [CH3:15][C:13]1[N:14]=[C:10]([NH:9][C:32](=[O:33])[C:31]2[CH:35]=[CH:36][C:28]([CH2:27][N:24]3[CH2:25][CH2:26][N:22]([C:19]4[S:20][CH:21]=[C:17]([CH3:16])[N:18]=4)[C:23]3=[O:37])=[CH:29][CH:30]=2)[S:11][CH:12]=1, predict the reactants needed to synthesize it. The reactants are: C(N)C1C=CC=CC=1.[NH2:9][C:10]1[S:11][CH:12]=[C:13]([CH3:15])[N:14]=1.[CH3:16][C:17]1[N:18]=[C:19]([N:22]2[CH2:26][CH2:25][N:24]([CH2:27][C:28]3[CH:36]=[CH:35][C:31]([C:32](O)=[O:33])=[CH:30][CH:29]=3)[C:23]2=[O:37])[S:20][CH:21]=1. (5) Given the product [C:1]([O:5][C:6]([C:8]1[O:9][C:10]2[CH:17]=[CH:16][CH:15]=[C:14]([C:32]3[CH:37]=[CH:36][CH:35]=[CH:34][CH:33]=3)[C:11]=2[C:12]=1[CH3:13])=[O:7])([CH3:4])([CH3:3])[CH3:2], predict the reactants needed to synthesize it. The reactants are: [C:1]([O:5][C:6]([C:8]1[O:9][C:10]2[CH:17]=[CH:16][CH:15]=[C:14](OS(C(F)(F)F)(=O)=O)[C:11]=2[C:12]=1[CH3:13])=[O:7])([CH3:4])([CH3:3])[CH3:2].C([O-])([O-])=O.[K+].[K+].[C:32]1(B(O)O)[CH:37]=[CH:36][CH:35]=[CH:34][CH:33]=1.COCCOC. (6) Given the product [Cl-:24].[CH2:1]([NH+:8]1[CH2:13][CH2:12][CH:11]2[CH2:14][NH2+:15][CH2:16][CH:10]2[CH2:9]1)[C:2]1[CH:7]=[CH:6][CH:5]=[CH:4][CH:3]=1.[Cl-:24], predict the reactants needed to synthesize it. The reactants are: [CH2:1]([N:8]1[CH2:13][CH2:12][CH:11]2[CH2:14][N:15](C(OC(C)(C)C)=O)[CH2:16][CH:10]2[CH2:9]1)[C:2]1[CH:7]=[CH:6][CH:5]=[CH:4][CH:3]=1.[ClH:24].C(OCC)C. (7) Given the product [CH3:1][CH:2]1[C:6]2[C:7]([OH:9])=[N:14][CH:12]=[N:13][C:5]=2[CH2:4][O:3]1, predict the reactants needed to synthesize it. The reactants are: [CH3:1][CH:2]1[CH:6]([C:7]([O:9]C)=O)[C:5](=O)[CH2:4][O:3]1.[CH:12]([NH2:14])=[NH:13].C1(C)C=CC=CC=1.C([O-])([O-])=O.[Na+].[Na+]. (8) Given the product [I:28][C:2]1[CH:7]=[CH:6][N:5]=[C:4]2[NH:8][C:9]([C:11]3[CH:20]=[CH:19][C:14]([C:15]([O:17][CH3:18])=[O:16])=[CH:13][CH:12]=3)=[N:10][C:3]=12, predict the reactants needed to synthesize it. The reactants are: Cl[C:2]1[CH:7]=[CH:6][N:5]=[C:4]2[NH:8][C:9]([C:11]3[CH:20]=[CH:19][C:14]([C:15]([O:17][CH3:18])=[O:16])=[CH:13][CH:12]=3)=[N:10][C:3]=12.Cl.C(OCC)C.[Na+].[I-:28]. (9) Given the product [Br:1][C:2]1[CH:3]=[CH:4][C:5]([C@@H:8]([N:10]2[CH2:11][CH2:12][CH2:13][C:14]([CH2:15][C:16]([CH3:18])=[CH2:17])([C:20]3[CH:21]=[CH:22][CH:23]=[CH:24][CH:25]=3)[O:19][C:33]2=[O:34])[CH3:9])=[CH:6][CH:7]=1, predict the reactants needed to synthesize it. The reactants are: [Br:1][C:2]1[CH:7]=[CH:6][C:5]([C@@H:8]([NH:10][CH2:11][CH2:12][CH2:13][C:14]([C:20]2[CH:25]=[CH:24][CH:23]=[CH:22][CH:21]=2)([OH:19])[CH2:15][C:16]([CH3:18])=[CH2:17])[CH3:9])=[CH:4][CH:3]=1.C(N(CC)CC)C.[C:33](Cl)(Cl)=[O:34].C1(C)C=CC=CC=1.[H-].[Na+].